This data is from Forward reaction prediction with 1.9M reactions from USPTO patents (1976-2016). The task is: Predict the product of the given reaction. Given the reactants [N+:1]([C:4]1[CH:9]=[CH:8][C:7]([CH2:10][C:11]([O:13][CH3:14])=[O:12])=[CH:6][CH:5]=1)([O-:3])=[O:2].C(Cl)(Cl)(Cl)Cl.[Br:20]N1C(=O)CCC1=O.CC(N=NC(C#N)(C)C)(C#N)C, predict the reaction product. The product is: [Br:20][CH:10]([C:7]1[CH:6]=[CH:5][C:4]([N+:1]([O-:3])=[O:2])=[CH:9][CH:8]=1)[C:11]([O:13][CH3:14])=[O:12].